Dataset: NCI-60 drug combinations with 297,098 pairs across 59 cell lines. Task: Regression. Given two drug SMILES strings and cell line genomic features, predict the synergy score measuring deviation from expected non-interaction effect. (1) Drug 2: CN(CCCl)CCCl.Cl. Synergy scores: CSS=-6.69, Synergy_ZIP=7.40, Synergy_Bliss=12.7, Synergy_Loewe=-4.48, Synergy_HSA=-2.33. Cell line: OVCAR-4. Drug 1: C1=CN(C=N1)CC(O)(P(=O)(O)O)P(=O)(O)O. (2) Drug 1: CC1=CC=C(C=C1)C2=CC(=NN2C3=CC=C(C=C3)S(=O)(=O)N)C(F)(F)F. Drug 2: CC1CCCC2(C(O2)CC(NC(=O)CC(C(C(=O)C(C1O)C)(C)C)O)C(=CC3=CSC(=N3)C)C)C. Cell line: NCI-H460. Synergy scores: CSS=57.6, Synergy_ZIP=2.52, Synergy_Bliss=1.87, Synergy_Loewe=-28.5, Synergy_HSA=1.97. (3) Drug 1: C1=CC=C(C=C1)NC(=O)CCCCCCC(=O)NO. Drug 2: B(C(CC(C)C)NC(=O)C(CC1=CC=CC=C1)NC(=O)C2=NC=CN=C2)(O)O. Cell line: MDA-MB-231. Synergy scores: CSS=43.0, Synergy_ZIP=-0.904, Synergy_Bliss=-0.715, Synergy_Loewe=-23.9, Synergy_HSA=-3.23. (4) Drug 1: C1CCC(C1)C(CC#N)N2C=C(C=N2)C3=C4C=CNC4=NC=N3. Drug 2: C1=NNC2=C1C(=O)NC=N2. Cell line: KM12. Synergy scores: CSS=21.2, Synergy_ZIP=-2.83, Synergy_Bliss=-5.63, Synergy_Loewe=-3.34, Synergy_HSA=-2.91. (5) Drug 1: CN(C)N=NC1=C(NC=N1)C(=O)N. Drug 2: CN(C)C1=NC(=NC(=N1)N(C)C)N(C)C. Cell line: HCT116. Synergy scores: CSS=2.33, Synergy_ZIP=-1.74, Synergy_Bliss=-3.19, Synergy_Loewe=-5.32, Synergy_HSA=-3.02. (6) Drug 1: CNC(=O)C1=NC=CC(=C1)OC2=CC=C(C=C2)NC(=O)NC3=CC(=C(C=C3)Cl)C(F)(F)F. Drug 2: C1CC(=O)NC(=O)C1N2C(=O)C3=CC=CC=C3C2=O. Cell line: NCI-H522. Synergy scores: CSS=0.229, Synergy_ZIP=1.02, Synergy_Bliss=1.89, Synergy_Loewe=-1.71, Synergy_HSA=-1.07.